Dataset: Forward reaction prediction with 1.9M reactions from USPTO patents (1976-2016). Task: Predict the product of the given reaction. Given the reactants [O:13]1[CH:14]=[CH:15][CH:16]=[C:12]1P([C:12]1[O:13][CH:14]=[CH:15][CH:16]=1)[C:12]1[O:13][CH:14]=[CH:15][CH:16]=1.[Br-].[C:18]1([Zn+])[CH:23]=[CH:22][CH:21]=[CH:20][CH:19]=1.CN1C[CH2:29][CH2:28][C:27]1=O, predict the reaction product. The product is: [C:18]1([C:28]2[CH:29]=[CH:16][CH:15]=[C:14]([O:13][CH3:12])[CH:27]=2)[CH2:23][CH2:22][CH2:21][CH2:20][CH:19]=1.